From a dataset of Aqueous solubility values for 9,982 compounds from the AqSolDB database. Regression/Classification. Given a drug SMILES string, predict its absorption, distribution, metabolism, or excretion properties. Task type varies by dataset: regression for continuous measurements (e.g., permeability, clearance, half-life) or binary classification for categorical outcomes (e.g., BBB penetration, CYP inhibition). For this dataset (solubility_aqsoldb), we predict Y. (1) The drug is C=CC(=O)OC. The Y is -0.220 log mol/L. (2) The drug is CCCCCCO. The Y is -1.38 log mol/L. (3) The drug is CCOC(=O)C(C)C. The Y is -1.26 log mol/L. (4) The molecule is Fc1ccc(CCl)cc1. The Y is -2.54 log mol/L. (5) The molecule is O=C(O)c1ccnc(C(=O)O)c1. The Y is -1.83 log mol/L. (6) The compound is CC(=O)OCC(C(OC(C)=O)c1ccccc1)[N+](=O)[O-]. The Y is -3.97 log mol/L. (7) The compound is C=CCSS(=O)CC=C. The Y is -0.830 log mol/L. (8) The Y is -5.11 log mol/L. The molecule is Nc1ccc(S(=O)(=O)Nc2ccccc2Cl)c(Cl)c1. (9) The molecule is CC(C)C(C(=O)O)N1CCCNC1=O. The Y is -1.10 log mol/L.